Dataset: Forward reaction prediction with 1.9M reactions from USPTO patents (1976-2016). Task: Predict the product of the given reaction. (1) Given the reactants [SH:1][C:2]1[S:3][C:4]2[CH:10]=[CH:9][CH:8]=[CH:7][C:5]=2[N:6]=1.[H-].[Na+].[NH2:13][C:14]1[C:19](Br)=[N:18][C:17]([C:21]2[CH:26]=[CH:25][CH:24]=[CH:23][CH:22]=2)=[CH:16][N:15]=1, predict the reaction product. The product is: [NH2:13][C:14]1[C:19]([S:1][C:2]2[S:3][C:4]3[CH:10]=[CH:9][CH:8]=[CH:7][C:5]=3[N:6]=2)=[N:18][C:17]([C:21]2[CH:26]=[CH:25][CH:24]=[CH:23][CH:22]=2)=[CH:16][N:15]=1. (2) Given the reactants [CH2:1]([N:8]1[C:13](=[O:14])[C:12]([Cl:15])=[C:11](Cl)[CH:10]=[N:9]1)[C:2]1[CH:7]=[CH:6][CH:5]=[CH:4][CH:3]=1.[CH3:17][O-:18].[Na+], predict the reaction product. The product is: [CH2:1]([N:8]1[C:13](=[O:14])[C:12]([Cl:15])=[C:11]([O:18][CH3:17])[CH:10]=[N:9]1)[C:2]1[CH:7]=[CH:6][CH:5]=[CH:4][CH:3]=1. (3) The product is: [CH2:23]([C:25]1[S:29][CH:28]=[C:27]([C:30]([N:32]2[CH2:37][C:36]3([CH2:42][CH2:41][N:40]([CH2:43][C:44]4[CH:45]=[C:46]([CH2:50][CH:51]=[O:52])[CH:47]=[CH:48][CH:49]=4)[CH2:39][CH2:38]3)[O:35][CH2:34][CH2:33]2)=[O:31])[CH:26]=1)[CH3:24]. Given the reactants CC(OI1(OC(C)=O)(OC(C)=O)OC(=O)C2C=CC=CC1=2)=O.[CH2:23]([C:25]1[S:29][CH:28]=[C:27]([C:30]([N:32]2[CH2:37][C:36]3([CH2:42][CH2:41][N:40]([CH2:43][C:44]4[CH:49]=[CH:48][CH:47]=[C:46]([CH2:50][CH2:51][OH:52])[CH:45]=4)[CH2:39][CH2:38]3)[O:35][CH2:34][CH2:33]2)=[O:31])[CH:26]=1)[CH3:24].FC(F)(F)C(O)=O.S([O-])([O-])(=O)=S.[Na+].[Na+].C(=O)(O)[O-].[Na+], predict the reaction product. (4) The product is: [Br:1][C:2]1[C:3]([CH3:14])=[N:4][N:5]([CH2:18][CH2:17][C:16]([F:21])([F:20])[F:15])[C:6]=1[C:7]1[CH:12]=[CH:11][C:10]([F:13])=[CH:9][CH:8]=1. Given the reactants [Br:1][C:2]1[C:3]([CH3:14])=[N:4][NH:5][C:6]=1[C:7]1[CH:12]=[CH:11][C:10]([F:13])=[CH:9][CH:8]=1.[F:15][C:16]([F:21])([F:20])[CH2:17][CH2:18]O.C1(P(C2C=CC=CC=2)C2C=CC=CC=2)C=CC=CC=1.N(/C(OCC)=O)=N\C(OCC)=O, predict the reaction product. (5) Given the reactants [F:1][C:2]([F:18])([F:17])[CH2:3][CH2:4][CH2:5][O:6][C:7]1[CH:16]=[CH:15][C:10]([C:11]([O:13]C)=[O:12])=[CH:9][CH:8]=1.[OH-].[Na+].Cl, predict the reaction product. The product is: [F:1][C:2]([F:17])([F:18])[CH2:3][CH2:4][CH2:5][O:6][C:7]1[CH:16]=[CH:15][C:10]([C:11]([OH:13])=[O:12])=[CH:9][CH:8]=1. (6) The product is: [CH3:38][S:39]([O:29][CH2:28][CH:25]1[CH2:26][CH2:27][N:22]([C:20](=[O:21])[CH2:19][C@@H:13]2[C:14](=[O:18])[NH:15][CH:16]=[CH:17][N:12]2[S:9]([C:5]2[CH:6]=[C:7]([CH3:8])[C:2]([Cl:1])=[CH:3][C:4]=2[CH3:30])(=[O:10])=[O:11])[CH2:23][CH2:24]1)(=[O:41])=[O:40]. Given the reactants [Cl:1][C:2]1[C:7]([CH3:8])=[CH:6][C:5]([S:9]([N:12]2[CH:17]=[CH:16][NH:15][C:14](=[O:18])[C@H:13]2[CH2:19][C:20]([N:22]2[CH2:27][CH2:26][CH:25]([CH2:28][OH:29])[CH2:24][CH2:23]2)=[O:21])(=[O:11])=[O:10])=[C:4]([CH3:30])[CH:3]=1.C(N(CC)CC)C.[CH3:38][S:39](Cl)(=[O:41])=[O:40].CCOC(C)=O, predict the reaction product. (7) Given the reactants [CH3:1][O:2][C:3]([C@@H:5]1[CH2:9][C@@H:8]([OH:10])[CH2:7][C@H:6]1[C:11](=[O:24])[NH:12][C@H:13]([C:17]([O:19][C:20]([CH3:23])([CH3:22])[CH3:21])=[O:18])[CH2:14][CH2:15][CH3:16])=[O:4].[C:25]1([C:31]2[CH:40]=[C:39](O)[C:38]3[C:33](=[CH:34][C:35]([O:42][CH3:43])=[CH:36][CH:37]=3)[N:32]=2)[CH:30]=[CH:29][CH:28]=[CH:27][CH:26]=1.C1C=CC(P(C2C=CC=CC=2)C2C=CC=CC=2)=CC=1.CC(OC(/N=N/C(OC(C)C)=O)=O)C, predict the reaction product. The product is: [CH3:1][O:2][C:3]([C@@H:5]1[CH2:9][C@H:8]([O:10][C:39]2[C:38]3[C:33](=[CH:34][C:35]([O:42][CH3:43])=[CH:36][CH:37]=3)[N:32]=[C:31]([C:25]3[CH:26]=[CH:27][CH:28]=[CH:29][CH:30]=3)[CH:40]=2)[CH2:7][C@H:6]1[C:11](=[O:24])[NH:12][C@H:13]([C:17]([O:19][C:20]([CH3:23])([CH3:22])[CH3:21])=[O:18])[CH2:14][CH2:15][CH3:16])=[O:4]. (8) Given the reactants CCCN([C@@H:12]1[CH2:22][C:16]2[CH:17]=[CH:18][CH:19]=[C:20]([OH:21])[C:15]=2[CH2:14][CH2:13]1)CCC1SC=CC=1.[OH:23][C:24]1C2C(=CC(O)=CC=2)C=CC=1.S(OC)(O[CH3:39])(=O)=O, predict the reaction product. The product is: [CH3:39][O:21][C:20]1[C:15]2[C:16](=[CH:22][C:12]([O:23][CH3:24])=[CH:13][CH:14]=2)[CH:17]=[CH:18][CH:19]=1.